Dataset: Reaction yield outcomes from USPTO patents with 853,638 reactions. Task: Predict the reaction yield, written as a fraction of the theoretical maximum amount of product (1.0 means a 100% yield; for example, 0.34 means a 34% yield). (1) The product is [P:6]([O:13][CH2:14][CH2:15][NH:16][CH2:27][CH3:28])([O:5][C:1]([CH3:2])([CH3:3])[CH3:4])([O:8][C:9]([CH3:10])([CH3:11])[CH3:12])=[O:7]. The catalyst is CO.[Pd]. The reactants are [C:1]([O:5][P:6]([O:13][CH2:14][CH2:15][N:16]([CH2:27][CH3:28])C(=O)OCC1C=CC=CC=1)([O:8][C:9]([CH3:12])([CH3:11])[CH3:10])=[O:7])([CH3:4])([CH3:3])[CH3:2]. The yield is 0.940. (2) The reactants are [Cl:1][C:2]1[CH:7]=[CH:6][CH:5]=[CH:4][C:3]=1[CH:8]=O.[CH3:10][CH2:11]C(=O)CC.B(F)(F)F.CCOCC.O. The catalyst is CCCCCC. The product is [Cl:1][C:2]1[CH:7]=[CH:6][CH:5]=[CH:4][C:3]=1/[CH:8]=[CH:10]/[CH3:11]. The yield is 0.580. (3) The reactants are [N:1]1[CH:6]=[CH:5][CH:4]=[CH:3][C:2]=1[CH:7]=[CH:8][CH2:9][CH2:10][CH2:11][CH2:12][C:13]([OH:15])=[O:14].C([O-])=O.[NH4+]. The catalyst is C(O)C.O.[C].[Pd]. The product is [N:1]1[CH:6]=[CH:5][CH:4]=[CH:3][C:2]=1[CH2:7][CH2:8][CH2:9][CH2:10][CH2:11][CH2:12][C:13]([OH:15])=[O:14]. The yield is 0.910. (4) The reactants are [CH2:1]([C:5]1[N:6]=[C:7]([CH3:27])[NH:8][C:9](=[O:26])[C:10]=1[CH2:11][C:12]1[CH:17]=[CH:16][C:15]([C:18]2[C:19]([C:24]#[N:25])=[CH:20][CH:21]=[CH:22][CH:23]=2)=[CH:14][CH:13]=1)[CH2:2][CH2:3][CH3:4].N(C(N1CCCCC1)=O)=NC(N1CCCCC1)=O.C(P(CCCC)CCCC)CCC.[CH3:59][N:60]1[C:64]([CH3:65])=[CH:63][C:62]([CH2:66]O)=[N:61]1. The catalyst is C(OCC)(=O)C.O1CCCC1. The product is [CH2:1]([C:5]1[N:6]=[C:7]([CH3:27])[N:8]([CH2:66][C:62]2[CH:63]=[C:64]([CH3:65])[N:60]([CH3:59])[N:61]=2)[C:9](=[O:26])[C:10]=1[CH2:11][C:12]1[CH:17]=[CH:16][C:15]([C:18]2[C:19]([C:24]#[N:25])=[CH:20][CH:21]=[CH:22][CH:23]=2)=[CH:14][CH:13]=1)[CH2:2][CH2:3][CH3:4]. The yield is 0.610. (5) The reactants are [Si:1]([O:8][C:9]1[CH:14]=[C:13]([O:15][Si:16]([C:19]([CH3:22])([CH3:21])[CH3:20])([CH3:18])[CH3:17])[CH:12]=[CH:11][C:10]=1[CH:23]1[CH2:28][CH2:27][C:26](=O)[CH2:25][CH2:24]1)([C:4]([CH3:7])([CH3:6])[CH3:5])([CH3:3])[CH3:2].[CH2:30]([NH2:37])[C:31]1[CH:36]=[CH:35][CH:34]=[CH:33][CH:32]=1.C(O[BH-](OC(=O)C)OC(=O)C)(=O)C.C[N+](C)(C)C.[OH-].[Na+]. The catalyst is ClCCCl. The product is [CH2:30]([NH:37][C@H:26]1[CH2:27][CH2:28][C@@H:23]([C:10]2[CH:11]=[CH:12][C:13]([O:15][Si:16]([C:19]([CH3:21])([CH3:22])[CH3:20])([CH3:17])[CH3:18])=[CH:14][C:9]=2[O:8][Si:1]([C:4]([CH3:6])([CH3:5])[CH3:7])([CH3:2])[CH3:3])[CH2:24][CH2:25]1)[C:31]1[CH:36]=[CH:35][CH:34]=[CH:33][CH:32]=1. The yield is 0.700.